From a dataset of Forward reaction prediction with 1.9M reactions from USPTO patents (1976-2016). Predict the product of the given reaction. (1) Given the reactants [CH3:1][O:2][C:3]1[CH:4]=[C:5]([C:13]2[CH:18]=[C:17]([CH2:19][N:20]3[CH2:25][CH2:24][NH:23][CH2:22][CH2:21]3)[CH:16]=[CH:15][N:14]=2)[CH:6]=[C:7]([O:11][CH3:12])[C:8]=1[O:9][CH3:10].[CH3:26][O:27][C:28]1[CH:29]=[C:30]([C:38]2[CH:39]=[C:40]([CH:44]=[CH:45][N:46]=2)[C:41](O)=[O:42])[CH:31]=[C:32]([O:36][CH3:37])[C:33]=1[O:34][CH3:35], predict the reaction product. The product is: [CH3:26][O:27][C:28]1[CH:29]=[C:30]([C:38]2[CH:39]=[C:40]([CH:44]=[CH:45][N:46]=2)[C:41]([N:23]2[CH2:24][CH2:25][N:20]([CH2:19][C:17]3[CH:16]=[CH:15][N:14]=[C:13]([C:5]4[CH:6]=[C:7]([O:11][CH3:12])[C:8]([O:9][CH3:10])=[C:3]([O:2][CH3:1])[CH:4]=4)[CH:18]=3)[CH2:21][CH2:22]2)=[O:42])[CH:31]=[C:32]([O:36][CH3:37])[C:33]=1[O:34][CH3:35]. (2) Given the reactants [OH:1][C:2]1[CH:3]=[C:4]([CH:8]=[CH:9][C:10]=1[N+:11]([O-:13])=[O:12])[C:5]([OH:7])=[O:6].[CH2:14](O)[C:15]1[CH:20]=[CH:19][CH:18]=[CH:17][CH:16]=1.C1(C)C=CC(S(O)(=O)=O)=CC=1.O, predict the reaction product. The product is: [OH:1][C:2]1[CH:3]=[C:4]([CH:8]=[CH:9][C:10]=1[N+:11]([O-:13])=[O:12])[C:5]([O:7][CH2:14][C:15]1[CH:20]=[CH:19][CH:18]=[CH:17][CH:16]=1)=[O:6].